Regression/Classification. Given a drug SMILES string, predict its absorption, distribution, metabolism, or excretion properties. Task type varies by dataset: regression for continuous measurements (e.g., permeability, clearance, half-life) or binary classification for categorical outcomes (e.g., BBB penetration, CYP inhibition). Dataset: cyp2d6_veith. From a dataset of CYP2D6 inhibition data for predicting drug metabolism from PubChem BioAssay. The drug is Cc1nn(C(=O)c2ccco2)c(C)c1Sc1ccccc1. The result is 0 (non-inhibitor).